Predict the product of the given reaction. From a dataset of Forward reaction prediction with 1.9M reactions from USPTO patents (1976-2016). (1) The product is: [CH3:1][C:2]1[C@@H:19]([O:20][C:21]([C@H:23]([OH:39])[C@@H:24]([NH:31][C:32]([O:34][C:35]([CH3:36])([CH3:37])[CH3:38])=[O:33])[C:25]2[CH:30]=[CH:29][CH:28]=[CH:27][CH:26]=2)=[O:22])[CH2:18][C@@:14]2([OH:40])[C:15]([CH3:16])([CH3:17])[C:3]=1[C@@H:4]([OH:58])[C:5]([C@@:7]1([CH3:57])[C@H:12]([C@@H:13]2[O:41][C:42]([C:44]2[CH:45]=[CH:46][CH:47]=[CH:48][CH:49]=2)=[O:43])[C@:11]2([O:52][C:53]([CH3:55])=[O:54])[CH2:50][O:51][C@@H:10]2[CH2:9][C@@H:8]1[OH:56])=[O:6].[OH2:68].[OH2:73].[OH2:80]. Given the reactants [CH3:1][C:2]1[C@@H:19]([O:20][C:21]([C@H:23]([OH:39])[C@@H:24]([NH:31][C:32]([O:34][C:35]([CH3:38])([CH3:37])[CH3:36])=[O:33])[C:25]2[CH:26]=[CH:27][CH:28]=[CH:29][CH:30]=2)=[O:22])[CH2:18][C@:14]2([OH:40])[C:15]([CH3:17])([CH3:16])[C:3]=1[C@@H:4]([OH:58])[C:5]([C@@:7]1([CH3:57])[C@H:12]([C@@H:13]2[O:41][C:42]([C:44]2[CH:45]=[CH:46][CH:47]=[CH:48][CH:49]=2)=[O:43])[C@:11]2([O:52][C:53]([CH3:55])=[O:54])[CH2:50][O:51][C@@H:10]2[CH2:9][C@@H:8]1[OH:56])=[O:6].C1CCCCC1.O.C(OCC)(=[O:68])C.S([O-])([O-])(=O)=[O:73].[Al+3].[K+].S([O-])([O-])(=O)=[O:80], predict the reaction product. (2) Given the reactants [CH3:1][C:2]1[N:3]=[C:4]2[C:9](=[CH:10][CH:11]=1)[NH:8][CH:7]=[C:6]([C:12]#[N:13])[C:5]2=O.O=P(Cl)(Cl)[Cl:17], predict the reaction product. The product is: [Cl:17][C:5]1[C:4]2[C:9](=[CH:10][CH:11]=[C:2]([CH3:1])[N:3]=2)[N:8]=[CH:7][C:6]=1[C:12]#[N:13].